From a dataset of Reaction yield outcomes from USPTO patents with 853,638 reactions. Predict the reaction yield, written as a fraction of the theoretical maximum amount of product (1.0 means a 100% yield; for example, 0.34 means a 34% yield). (1) The reactants are C1(S([N:10]2[C:14]3=[N:15][CH:16]=[CH:17][C:18]([C:19]4[N:20]=[C:21]([N:32]5[CH2:37][CH2:36][N:35]([C:38]([O:40][C:41]([CH3:44])([CH3:43])[CH3:42])=[O:39])[CH2:34][CH2:33]5)[C:22]5[C:28]([CH:29]6[CH2:31][CH2:30]6)=[CH:27][N:26]=[CH:25][C:23]=5[N:24]=4)=[C:13]3[C:12]([C:45]3[CH:50]=[CH:49][CH:48]=[CH:47][CH:46]=3)=[CH:11]2)(=O)=O)C=CC=CC=1.CCCC[N+](CCCC)(CCCC)CCCC.[F-]. The catalyst is C1COCC1. The product is [CH:29]1([C:28]2[C:22]3[C:21]([N:32]4[CH2:37][CH2:36][N:35]([C:38]([O:40][C:41]([CH3:44])([CH3:43])[CH3:42])=[O:39])[CH2:34][CH2:33]4)=[N:20][C:19]([C:18]4[CH:17]=[CH:16][N:15]=[C:14]5[NH:10][CH:11]=[C:12]([C:45]6[CH:50]=[CH:49][CH:48]=[CH:47][CH:46]=6)[C:13]=45)=[N:24][C:23]=3[CH:25]=[N:26][CH:27]=2)[CH2:31][CH2:30]1. The yield is 0.640. (2) The reactants are Cl[C:2]1[N:7]=[C:6]([NH:8][C:9]([C:11]2([C:14]3[CH:24]=[CH:23][C:17]4[O:18][C:19]([F:22])([F:21])[O:20][C:16]=4[CH:15]=3)[CH2:13][CH2:12]2)=[O:10])[CH:5]=[CH:4][C:3]=1[CH3:25].[CH3:26][O:27][C:28]1[CH:33]=[C:32](B2OC(C)(C)C(C)(C)O2)[CH:31]=[C:30]([CH3:43])[N:29]=1.C([O-])([O-])=O.[Na+].[Na+]. The catalyst is COCCOC.C(OCC)(=O)C.C1C=CC([P]([Pd]([P](C2C=CC=CC=2)(C2C=CC=CC=2)C2C=CC=CC=2)([P](C2C=CC=CC=2)(C2C=CC=CC=2)C2C=CC=CC=2)[P](C2C=CC=CC=2)(C2C=CC=CC=2)C2C=CC=CC=2)(C2C=CC=CC=2)C2C=CC=CC=2)=CC=1. The product is [F:21][C:19]1([F:22])[O:18][C:17]2[CH:23]=[CH:24][C:14]([C:11]3([C:9]([NH:8][C:6]4[N:7]=[C:2]([C:32]5[CH:31]=[C:30]([CH3:43])[N:29]=[C:28]([O:27][CH3:26])[CH:33]=5)[C:3]([CH3:25])=[CH:4][CH:5]=4)=[O:10])[CH2:13][CH2:12]3)=[CH:15][C:16]=2[O:20]1. The yield is 0.865. (3) The yield is 0.870. The product is [F:1][C:2]1[CH:23]=[CH:22][C:5]([CH2:6][C:7]2([CH2:20][NH:33][C@@H:31]3[CH2:32][C@H:30]3[C:24]3[CH:29]=[CH:28][CH:27]=[CH:26][CH:25]=3)[CH2:12][CH2:11][N:10]([C:13]([O:15][C:16]([CH3:19])([CH3:18])[CH3:17])=[O:14])[CH2:9][CH2:8]2)=[CH:4][CH:3]=1. The catalyst is ClCCCl.C(Cl)Cl. The reactants are [F:1][C:2]1[CH:23]=[CH:22][C:5]([CH2:6][C:7]2([CH:20]=O)[CH2:12][CH2:11][N:10]([C:13]([O:15][C:16]([CH3:19])([CH3:18])[CH3:17])=[O:14])[CH2:9][CH2:8]2)=[CH:4][CH:3]=1.[C:24]1([C@@H:30]2[CH2:32][C@H:31]2[NH2:33])[CH:29]=[CH:28][CH:27]=[CH:26][CH:25]=1.C(O)(=O)C.C(O[BH-](OC(=O)C)OC(=O)C)(=O)C.[Na+]. (4) The reactants are [CH:1]([N:4]1[CH2:9][CH2:8][CH:7]([O:10][C:11]2[CH:19]=[CH:18][C:17]3[N:16]4[C@H:20]([CH3:25])[CH2:21][NH:22][C:23](=[O:24])[C:15]4=[CH:14][C:13]=3[CH:12]=2)[CH2:6][CH2:5]1)([CH3:3])[CH3:2].[H-].[Na+].Cl[CH2:29][C:30]1[N:31]=[C:32]([C:36]2[CH:41]=[CH:40][CH:39]=[CH:38][CH:37]=2)[O:33][C:34]=1[CH3:35]. No catalyst specified. The product is [CH:1]([N:4]1[CH2:9][CH2:8][CH:7]([O:10][C:11]2[CH:19]=[CH:18][C:17]3[N:16]4[C@H:20]([CH3:25])[CH2:21][N:22]([CH2:29][C:30]5[N:31]=[C:32]([C:36]6[CH:41]=[CH:40][CH:39]=[CH:38][CH:37]=6)[O:33][C:34]=5[CH3:35])[C:23](=[O:24])[C:15]4=[CH:14][C:13]=3[CH:12]=2)[CH2:6][CH2:5]1)([CH3:3])[CH3:2]. The yield is 0.710. (5) The reactants are [CH3:1][O:2][C:3]([C:5]1[CH:6]=[C:7]2[C:11](=[CH:12][CH:13]=1)[NH:10][CH:9]=[C:8]2[CH2:14][C:15]#[N:16])=[O:4].[C:17](O[C:17]([O:19][C:20]([CH3:23])([CH3:22])[CH3:21])=[O:18])([O:19][C:20]([CH3:23])([CH3:22])[CH3:21])=[O:18]. The catalyst is ClCCl.CN(C)C1C=CN=CC=1. The product is [CH3:1][O:2][C:3]([C:5]1[CH:6]=[C:7]2[C:11](=[CH:12][CH:13]=1)[N:10]([C:17]([O:19][C:20]([CH3:23])([CH3:22])[CH3:21])=[O:18])[CH:9]=[C:8]2[CH2:14][C:15]#[N:16])=[O:4]. The yield is 0.720.